Task: Regression. Given a peptide amino acid sequence and an MHC pseudo amino acid sequence, predict their binding affinity value. This is MHC class II binding data.. Dataset: Peptide-MHC class II binding affinity with 134,281 pairs from IEDB (1) The peptide sequence is NSFYYMKGGVNTFLI. The MHC is DRB1_0404 with pseudo-sequence DRB1_0404. The binding affinity (normalized) is 0.344. (2) The peptide sequence is YAFKVAATAANAAPAN. The MHC is HLA-DPA10301-DPB10402 with pseudo-sequence HLA-DPA10301-DPB10402. The binding affinity (normalized) is 0.270.